This data is from Full USPTO retrosynthesis dataset with 1.9M reactions from patents (1976-2016). The task is: Predict the reactants needed to synthesize the given product. (1) The reactants are: [CH3:1][C:2]1[C@@H:19]([OH:20])[CH2:18][C@:14]2([OH:21])[C:15]([CH3:17])([CH3:16])[C:3]=1[C@@H:4]([OH:48])[C:5]([C@@:7]1([CH3:47])[C@H:12]([C@@H:13]2[O:22][C:23]([C:25]2[CH:30]=[CH:29][CH:28]=[CH:27][CH:26]=2)=[O:24])[C@:11]2([O:33][C:34]([CH3:36])=[O:35])[CH2:31][O:32][C@@H:10]2[CH2:9][C@@H:8]1[O:37][C@@H:38]1[O:43][CH2:42][C@@H:41]([OH:44])[C@H:40]([OH:45])[C@H:39]1[OH:46])=[O:6].CC1[C@@H](O)C[C@]2(O)C(C)(C)C=1[C@@H:52](O)[C:53]([C@@]1(C)[C@H]([C@@H]2OC(C2C=CC=CC=2)=O)[C@]2(OC(C)=O)CO[C@@H]2C[C@@H]1O)=[O:54]. Given the product [CH3:1][C:2]1[C@@H:19]([OH:20])[CH2:18][C@:14]2([OH:21])[C:15]([CH3:16])([CH3:17])[C:3]=1[C@@H:4]([O:48][C:53]([CH3:52])=[O:54])[C:5]([C@@:7]1([CH3:47])[C@H:12]([C@@H:13]2[O:22][C:23]([C:25]2[CH:26]=[CH:27][CH:28]=[CH:29][CH:30]=2)=[O:24])[C@:11]2([O:33][C:34]([CH3:36])=[O:35])[CH2:31][O:32][C@@H:10]2[CH2:9][C@@H:8]1[O:37][C@@H:38]1[O:43][CH2:42][C@@H:41]([OH:44])[C@H:40]([OH:45])[C@H:39]1[OH:46])=[O:6], predict the reactants needed to synthesize it. (2) Given the product [NH2:29][C:20]1[N:21]=[C:1]([CH3:2])[C:4]2[C:9](=[O:10])[CH2:8][CH:7]([C:11]3[CH:16]=[CH:15][CH:14]=[CH:13][C:12]=3[F:17])[CH2:6][C:5]=2[N:19]=1, predict the reactants needed to synthesize it. The reactants are: [C:1]([CH:4]1[C:9](=[O:10])[CH2:8][CH:7]([C:11]2[CH:16]=[CH:15][CH:14]=[CH:13][C:12]=2[F:17])[CH2:6][C:5]1=O)(=O)[CH3:2].[NH2:19][C:20]1[N:29]=C(C)C2C(=O)CC(C3C=CC(F)=CC=3)CC=2[N:21]=1. (3) Given the product [OH:2][C:3]1[CH:4]=[C:5]([C:11]2[CH:16]=[CH:15][CH:14]=[C:13]([C:17]([NH:19][C:20]3[CH:25]=[CH:24][CH:23]=[CH:22][C:21]=3[C:26]3[S:30][C:29]([CH2:31][C:32]([OH:34])=[O:33])=[CH:28][CH:27]=3)=[O:18])[CH:12]=2)[CH:6]=[C:7]([OH:9])[CH:8]=1, predict the reactants needed to synthesize it. The reactants are: C[O:2][C:3]1[CH:4]=[C:5]([C:11]2[CH:16]=[CH:15][CH:14]=[C:13]([C:17]([NH:19][C:20]3[CH:25]=[CH:24][CH:23]=[CH:22][C:21]=3[C:26]3[S:30][C:29]([CH2:31][C:32]([OH:34])=[O:33])=[CH:28][CH:27]=3)=[O:18])[CH:12]=2)[CH:6]=[C:7]([O:9]C)[CH:8]=1.B(Br)(Br)Br.